This data is from Reaction yield outcomes from USPTO patents with 853,638 reactions. The task is: Predict the reaction yield, written as a fraction of the theoretical maximum amount of product (1.0 means a 100% yield; for example, 0.34 means a 34% yield). (1) The reactants are [CH3:1][O:2][C:3]([C:5]1[C:13]2[C:8](=[CH:9][CH:10]=[CH:11][CH:12]=2)[N:7]([CH3:14])[C:6]=1C(O)=O)=[O:4].C1(P(N=[N+]=[N-])(C2C=CC=CC=2)=[O:25])C=CC=CC=1.CC[N:37]([CH2:40]C)CC.[CH2:42]([OH:49])[C:43]1[CH:48]=[CH:47][CH:46]=[CH:45][CH:44]=1. The catalyst is CN(C)C=O. The product is [CH2:42]([O:49][C:40]([NH:37][C:6]1[N:7]([CH3:14])[C:8]2[C:13]([C:5]=1[C:3]([O:2][CH3:1])=[O:4])=[CH:12][CH:11]=[CH:10][CH:9]=2)=[O:25])[C:43]1[CH:48]=[CH:47][CH:46]=[CH:45][CH:44]=1. The yield is 0.790. (2) The reactants are [CH3:1][N:2]1[CH:6]=[C:5]([C:7]2[CH:8]=[C:9]([C:13]3([C:28]#[N:29])[CH2:18][CH2:17][N:16]([C:19]4[N:27]=[CH:26][N:25]=[C:24]5[C:20]=4[N:21]=[CH:22][NH:23]5)[CH2:15][CH2:14]3)[CH:10]=[CH:11][CH:12]=2)[CH:4]=[N:3]1.[O:30]1CCOCC1.[OH-].[Na+]. The catalyst is O. The product is [CH3:1][N:2]1[CH:6]=[C:5]([C:7]2[CH:8]=[C:9]([C:13]3([C:28]([NH2:29])=[O:30])[CH2:18][CH2:17][N:16]([C:19]4[N:27]=[CH:26][N:25]=[C:24]5[C:20]=4[N:21]=[CH:22][NH:23]5)[CH2:15][CH2:14]3)[CH:10]=[CH:11][CH:12]=2)[CH:4]=[N:3]1. The yield is 0.370. (3) The reactants are Cl[C:2]1[C:3]2[C:10]([C:11]3[S:12][CH:13]=[CH:14][N:15]=3)=[CH:9][S:8][C:4]=2[N:5]=[CH:6][N:7]=1.FC(F)(F)C(O)=O.[NH2:23][CH2:24][CH2:25][CH2:26][O:27][C:28]1[CH:29]=[CH:30][C:31]([C:34]([NH:36][CH3:37])=[O:35])=[N:32][CH:33]=1.C(=O)([O-])[O-].[K+].[K+]. The catalyst is CN(C)C(=O)C. The product is [CH3:37][NH:36][C:34]([C:31]1[CH:30]=[CH:29][C:28]([O:27][CH2:26][CH2:25][CH2:24][NH:23][C:2]2[C:3]3[C:10]([C:11]4[S:12][CH:13]=[CH:14][N:15]=4)=[CH:9][S:8][C:4]=3[N:5]=[CH:6][N:7]=2)=[CH:33][N:32]=1)=[O:35]. The yield is 0.810. (4) The reactants are [CH3:1][N:2]1[C:6]([CH3:7])=[C:5]([CH2:8][N:9]2[CH2:14][CH2:13][N:12]([C:15]3[C:20]([C:21]4[CH:28]=[CH:27][C:24]([CH2:25][NH2:26])=[CH:23][CH:22]=4)=[N:19][CH:18]=[CH:17][N:16]=3)[CH2:11][CH2:10]2)[CH:4]=[N:3]1.[CH3:29][O:30][CH2:31][C:32](Cl)=[O:33].N1CCOCC1. The catalyst is C(Cl)Cl. The product is [CH3:1][N:2]1[C:6]([CH3:7])=[C:5]([CH2:8][N:9]2[CH2:10][CH2:11][N:12]([C:15]3[C:20]([C:21]4[CH:22]=[CH:23][C:24]([CH2:25][NH:26][C:32](=[O:33])[CH2:31][O:30][CH3:29])=[CH:27][CH:28]=4)=[N:19][CH:18]=[CH:17][N:16]=3)[CH2:13][CH2:14]2)[CH:4]=[N:3]1. The yield is 0.210. (5) The reactants are [CH:1]1[C:13]2[CH:12]([CH2:14][O:15][C:16]([NH:18][C:19]([CH3:56])([C:21]([NH:23][C@H:24]([C:28]([N:30]([C@@H:32]([C@@H:52]([CH3:55])[CH2:53][CH3:54])[C@H:33]([O:50][CH3:51])[CH2:34][C:35]([N:37]3[CH2:41][CH2:40][CH2:39][C@H:38]3[C@H:42]([O:48][CH3:49])[C@H:43]([C:45](O)=[O:46])[CH3:44])=[O:36])[CH3:31])=[O:29])[CH:25]([CH3:27])[CH3:26])=[O:22])[CH3:20])=[O:17])[C:11]3[C:6](=[CH:7][CH:8]=[CH:9][CH:10]=3)[C:5]=2[CH:4]=[CH:3][CH:2]=1.[CH3:57][C@H:58]1[NH:62][C:61](=[O:63])[NH:60][C@H:59]1[CH2:64][CH2:65][CH2:66][CH2:67][CH2:68][C:69]([NH:71][CH2:72][CH2:73][NH:74][C:75](=[O:85])[C@H:76]([CH2:78][C:79]1[CH:84]=[CH:83][CH:82]=[CH:81][CH:80]=1)[NH2:77])=[O:70].CN(C(ON1N=NC2C=CC=NC1=2)=[N+](C)C)C.F[P-](F)(F)(F)(F)F.CCN(C(C)C)C(C)C. The catalyst is CN(C=O)C. The product is [CH:10]1[C:11]2[CH:12]([CH2:14][O:15][C:16]([NH:18][C:19]([CH3:20])([C:21]([NH:23][C@H:24]([C:28]([N:30]([C@@H:32]([C@@H:52]([CH3:55])[CH2:53][CH3:54])[C@H:33]([O:50][CH3:51])[CH2:34][C:35]([N:37]3[CH2:41][CH2:40][CH2:39][C@H:38]3[C@@H:42]([C@@H:43]([CH3:44])[C:45](=[O:46])[NH:77][C@@H:76]([CH2:78][C:79]3[CH:80]=[CH:81][CH:82]=[CH:83][CH:84]=3)[C:75](=[O:85])[NH:74][CH2:73][CH2:72][NH:71][C:69](=[O:70])[CH2:68][CH2:67][CH2:66][CH2:65][CH2:64][C@H:59]3[C@@H:58]([CH3:57])[NH:62][C:61](=[O:63])[NH:60]3)[O:48][CH3:49])=[O:36])[CH3:31])=[O:29])[CH:25]([CH3:27])[CH3:26])=[O:22])[CH3:56])=[O:17])[C:13]3[C:5](=[CH:4][CH:3]=[CH:2][CH:1]=3)[C:6]=2[CH:7]=[CH:8][CH:9]=1. The yield is 0.270. (6) The reactants are [CH:1]1([P:4](Cl)(Cl)=[O:5])[CH2:3][CH2:2]1.[CH:8]([Mg]Br)=[CH2:9].[NH4+].[Cl-].[CH2:14]1COC[CH2:15]1. No catalyst specified. The product is [CH:1]1([P:4](=[O:5])([CH:8]=[CH2:9])[CH:14]=[CH2:15])[CH2:3][CH2:2]1. The yield is 0.390. (7) The yield is 0.370. No catalyst specified. The product is [Br:14][C:15]1[CH:20]=[CH:19][C:18]([F:24])=[C:17]([C:2]2[N:7]=[C:6]([C:8]([O:10][CH2:11][CH3:12])=[O:9])[C:5]([F:13])=[CH:4][N:3]=2)[CH:16]=1. The reactants are Cl[C:2]1[N:7]=[C:6]([C:8]([O:10][CH2:11][CH3:12])=[O:9])[C:5]([F:13])=[CH:4][N:3]=1.[Br:14][C:15]1[CH:16]=[CH:17][C:18]([F:24])=[C:19](B(O)O)[CH:20]=1.